From a dataset of Full USPTO retrosynthesis dataset with 1.9M reactions from patents (1976-2016). Predict the reactants needed to synthesize the given product. (1) Given the product [Cl:39][C:40]1[CH:41]=[C:42]([NH:46][C:47]([NH:1][C:2]2[CH:28]=[CH:27][C:5]([O:6][C:7]3[C:16]4[CH2:15][N:14]([CH2:17][C:18]5[CH:23]=[CH:22][C:21]([O:24][CH3:25])=[CH:20][CH:19]=5)[C:13](=[O:26])[NH:12][C:11]=4[N:10]=[CH:9][CH:8]=3)=[C:4]([F:29])[CH:3]=2)=[O:48])[CH:43]=[CH:44][CH:45]=1, predict the reactants needed to synthesize it. The reactants are: [NH2:1][C:2]1[CH:28]=[CH:27][C:5]([O:6][C:7]2[C:16]3[CH2:15][N:14]([CH2:17][C:18]4[CH:23]=[CH:22][C:21]([O:24][CH3:25])=[CH:20][CH:19]=4)[C:13](=[O:26])[NH:12][C:11]=3[N:10]=[CH:9][CH:8]=2)=[C:4]([F:29])[CH:3]=1.CCN(C(C)C)C(C)C.[Cl:39][C:40]1[CH:41]=[C:42]([N:46]=[C:47]=[O:48])[CH:43]=[CH:44][CH:45]=1. (2) Given the product [CH3:2][O:3][C:4](=[O:15])[CH:5]=[CH:6][C:7]1[CH:12]=[CH:11][CH:10]=[C:9]([CH2:13][NH:14][S:25]([CH2:24][Br:23])(=[O:27])=[O:26])[CH:8]=1, predict the reactants needed to synthesize it. The reactants are: Cl.[CH3:2][O:3][C:4](=[O:15])[CH:5]=[CH:6][C:7]1[CH:12]=[CH:11][CH:10]=[C:9]([CH2:13][NH2:14])[CH:8]=1.C(N(CC)CC)C.[Br:23][CH2:24][S:25](Br)(=[O:27])=[O:26]. (3) Given the product [CH3:1][N:15]1[CH2:20][CH2:19][CH:18]([N:21]2[CH2:25][CH2:24][N:23]([CH2:26][CH2:27][CH2:28][N:29]3[CH2:34][CH2:33][CH2:32][CH2:31][CH2:30]3)[C:22]2=[C:35]([C:36]#[N:37])[C:38]#[N:39])[CH2:17][CH2:16]1, predict the reactants needed to synthesize it. The reactants are: [C:1]1(N)C(F)=C(F)C(F)=C(N)C=1F.Cl.Cl.[NH:15]1[CH2:20][CH2:19][CH:18]([N:21]2[CH2:25][CH2:24][N:23]([CH2:26][CH2:27][CH2:28][N:29]3[CH2:34][CH2:33][CH2:32][CH2:31][CH2:30]3)[C:22]2=[C:35]([C:38]#[N:39])[C:36]#[N:37])[CH2:17][CH2:16]1.C=O.C(=O)([O-])[O-].[Na+].[Na+]. (4) Given the product [Cl:1][C:2]1[C:3]([F:15])=[C:4]([CH:8]=[C:9]([N+:12]([O-:14])=[O:13])[C:10]=1[S:26][CH2:25][CH2:24][Si:23]([CH3:28])([CH3:27])[CH3:22])[C:5]([OH:7])=[O:6], predict the reactants needed to synthesize it. The reactants are: [Cl:1][C:2]1[C:3]([F:15])=[C:4]([CH:8]=[C:9]([N+:12]([O-:14])=[O:13])[C:10]=1F)[C:5]([OH:7])=[O:6].C([O-])([O-])=O.[K+].[K+].[CH3:22][Si:23]([CH3:28])([CH3:27])[CH2:24][CH2:25][SH:26].[NH4+].[Cl-].